Dataset: Experimentally validated miRNA-target interactions with 360,000+ pairs, plus equal number of negative samples. Task: Binary Classification. Given a miRNA mature sequence and a target amino acid sequence, predict their likelihood of interaction. (1) The miRNA is mmu-miR-690 with sequence AAAGGCUAGGCUCACAACCAAA. The protein sequence of the target gene is MVLWGPVLGALLVVIAGYLCLPGMLRQRRPWEPPLDKGTVPWLGHAMAFRKNMFEFLKRMRTKHGDVFTVQLGGQYFTFVMDPLSFGSILKDTQRKLDFGQYAKKLVLKVFGYRSVQGDHEMIHSASTKHLRGDGLKDLNETMLDSLSFVMLTSKGWSLDASCWHEDSLFRFCYYILFTAGYLSLFGYTKDKEQDLLQAGELFMEFRKFDLLFPRFVYSLLWPREWLEVGRLQRLFHKMLSVSHSQEKEGISNWLGNMLQFLREQGVPSAMQDKFNFMMLWASQGNTGPTSFWALLYLLK.... Result: 0 (no interaction). (2) The miRNA is dre-miR-199-5p with sequence CCCAGUGUUCAGACUACCUGUUC. The protein sequence of the target gene is SVYRTRSLGVAAEGLPDQYADGEAARVWQLYIGDTRSRTAEYKAWLLGLLRQHGCQRVLDVACGTGVDSIMLVEEGFSVTSVDASDKMLKYALKERWNRRHEPAFDKWVIEEANWMTLDKDVPKSPMGGFDAVICQGNSFAHLPDCRGDQSEHRLALKNITSMVRSGGLLVIDHRNYDHILSTGCAPPGKNIYYKSDLIKDITTSVLTVNNKAHMVTLDYTVQVPGTGHRGSPGLSKFRLSYYPHCLASFTELLQTAFGGNGQHSVLGDFKPYKPGQAYIPCYFIHVLRKTD. Result: 0 (no interaction).